Dataset: Reaction yield outcomes from USPTO patents with 853,638 reactions. Task: Predict the reaction yield, written as a fraction of the theoretical maximum amount of product (1.0 means a 100% yield; for example, 0.34 means a 34% yield). (1) The reactants are [Br:1][C:2]1[CH:15]=[CH:14][C:5]2[O:6][CH2:7][CH2:8][C:9]([CH2:12][Cl:13])=[C:10]([CH3:11])[C:4]=2[CH:3]=1.[NH2:16][C:17]([NH2:19])=[S:18]. The catalyst is C(O)C. The product is [ClH:13].[C:17]([S:18][CH2:12][C:9]1[CH2:8][CH2:7][O:6][C:5]2[CH:14]=[CH:15][C:2]([Br:1])=[CH:3][C:4]=2[C:10]=1[CH3:11])(=[NH:16])[NH2:19]. The yield is 1.02. (2) The reactants are [CH3:1][O:2][C:3]([C:5]1[CH:6]=[C:7]([C:16]2[CH:21]=[CH:20][C:19]([C:22]([F:25])([F:24])[F:23])=[CH:18][CH:17]=2)[C:8]([O:11][CH2:12][CH2:13][CH2:14]Br)=[CH:9][CH:10]=1)=[O:4].[OH:26][N:27]1[C:31](=[O:32])[C:30]2=[CH:33][CH:34]=[CH:35][CH:36]=[C:29]2[C:28]1=[O:37].C(N(CC)C(C)C)(C)C. No catalyst specified. The product is [CH3:1][O:2][C:3]([C:5]1[CH:6]=[C:7]([C:16]2[CH:21]=[CH:20][C:19]([C:22]([F:25])([F:24])[F:23])=[CH:18][CH:17]=2)[C:8]([O:11][CH2:12][CH2:13][CH2:14][O:26][N:27]2[C:31](=[O:32])[C:30]3[C:29](=[CH:36][CH:35]=[CH:34][CH:33]=3)[C:28]2=[O:37])=[CH:9][CH:10]=1)=[O:4]. The yield is 0.700. (3) The reactants are [F:1][C:2]1[CH:7]=[CH:6][C:5]([CH:8]2[C:13]3=[N:14][NH:15][C:16](=[O:21])[C:17]4[CH:18]=[CH:19][CH:20]=[C:11]([C:12]=43)[NH:10][CH:9]2[C:22]2[CH:29]=[CH:28][C:25]([CH:26]=O)=[CH:24][CH:23]=2)=[CH:4][CH:3]=1.[CH3:30][NH:31][CH3:32].C(O)(=O)C.C([BH3-])#N.[Na+]. The catalyst is CO. The product is [CH3:30][N:31]([CH2:26][C:25]1[CH:28]=[CH:29][C:22]([CH:9]2[NH:10][C:11]3[C:12]4[C:13](=[N:14][NH:15][C:16](=[O:21])[C:17]=4[CH:18]=[CH:19][CH:20]=3)[CH:8]2[C:5]2[CH:6]=[CH:7][C:2]([F:1])=[CH:3][CH:4]=2)=[CH:23][CH:24]=1)[CH3:32]. The yield is 0.240. (4) The reactants are [Na].[NH2:2][CH2:3][CH2:4][NH:5][CH2:6][CH2:7][NH:8][CH2:9][CH2:10][NH:11][CH2:12][CH2:13][NH2:14].CO[C:17](=[O:35])[C@H:18]([CH2:25][C:26]1[CH:31]=[CH:30][C:29]([N+:32]([O-:34])=[O:33])=[CH:28][CH:27]=1)[NH:19][CH2:20][C:21]([O:23]C)=O. The catalyst is CO. The product is [N+:32]([C:29]1[CH:28]=[CH:27][C:26]([CH2:25][CH:18]2[NH:19][CH2:20][C:21](=[O:23])[NH:2][CH2:3][CH2:4][NH:5][CH2:6][CH2:7][NH:8][CH2:9][CH2:10][NH:11][CH2:12][CH2:13][NH:14][C:17]2=[O:35])=[CH:31][CH:30]=1)([O-:34])=[O:33]. The yield is 0.500. (5) The reactants are [CH3:1][N:2]([CH3:34])[CH:3]1[CH2:6][N:5]([C:7]2[C:12]([N+:13]([O-])=O)=[CH:11][C:10]([NH:16][C:17]3[N:22]=[C:21]([C:23]4[CH:24]=[N:25][N:26]5[CH2:31][CH2:30][CH2:29][CH2:28][C:27]=45)[CH:20]=[CH:19][N:18]=3)=[C:9]([O:32][CH3:33])[CH:8]=2)[CH2:4]1.[NH4+].[Cl-]. The catalyst is C(O)C.O.[Fe]. The product is [CH3:34][N:2]([CH3:1])[CH:3]1[CH2:4][N:5]([C:7]2[CH:8]=[C:9]([O:32][CH3:33])[C:10]([NH:16][C:17]3[N:22]=[C:21]([C:23]4[CH:24]=[N:25][N:26]5[CH2:31][CH2:30][CH2:29][CH2:28][C:27]=45)[CH:20]=[CH:19][N:18]=3)=[CH:11][C:12]=2[NH2:13])[CH2:6]1. The yield is 0.910.